From a dataset of Catalyst prediction with 721,799 reactions and 888 catalyst types from USPTO. Predict which catalyst facilitates the given reaction. (1) Reactant: Br[C:2]1[C:7]([N:8]([CH2:23][O:24][CH3:25])[S:9]([C:12]2[CH:17]=[CH:16][C:15]([Cl:18])=[C:14]([C:19]([F:22])([F:21])[F:20])[CH:13]=2)(=[O:11])=[O:10])=[CH:6][C:5]([Cl:26])=[CH:4][N:3]=1.C([Mg]Cl)(C)C.CON(C)[C:35](=[O:48])[C:36]1[CH:41]=[CH:40][N:39]=[C:38]([N:42]2[CH2:47][CH2:46][O:45][CH2:44][CH2:43]2)[CH:37]=1. Product: [Cl:18][C:15]1[CH:16]=[CH:17][C:12]([S:9]([N:8]([C:7]2[C:2]([C:35]([C:36]3[CH:41]=[CH:40][N:39]=[C:38]([N:42]4[CH2:47][CH2:46][O:45][CH2:44][CH2:43]4)[CH:37]=3)=[O:48])=[N:3][CH:4]=[C:5]([Cl:26])[CH:6]=2)[CH2:23][O:24][CH3:25])(=[O:11])=[O:10])=[CH:13][C:14]=1[C:19]([F:22])([F:21])[F:20]. The catalyst class is: 1. (2) Reactant: [Br:1][C:2]1[CH:3]=[C:4]([CH:9]2[C:18]3[C:17](=[O:19])[CH2:16][N:15](C(OC=C)=O)[CH2:14][C:13]=3[NH:12][C:11]3[CH2:25][O:26][CH2:27][C:28](=[O:29])[C:10]2=3)[CH:5]=[CH:6][C:7]=1[F:8].[ClH:30]. Product: [ClH:30].[Br:1][C:2]1[CH:3]=[C:4]([CH:9]2[C:18]3[C:17](=[O:19])[CH2:16][NH:15][CH2:14][C:13]=3[NH:12][C:11]3[CH2:25][O:26][CH2:27][C:28](=[O:29])[C:10]2=3)[CH:5]=[CH:6][C:7]=1[F:8]. The catalyst class is: 8. (3) Reactant: N#N.[Br:3][C:4]1[CH:9]=[C:8]([C:10](=[O:12])[CH3:11])[CH:7]=[CH:6][N:5]=1.COC([O:18][CH3:19])OC.[C:20]([O-])([O-])=O.[Na+].[Na+]. Product: [Br:3][C:4]1[CH:9]=[C:8]([C:10]2([CH3:11])[O:18][CH2:19][CH2:20][O:12]2)[CH:7]=[CH:6][N:5]=1. The catalyst class is: 196. (4) Reactant: O.[OH-].[Li+].[C:4]([O:8][C:9](=[O:34])[CH2:10][N:11]1[C:19]2[C:14](=[CH:15][CH:16]=[CH:17][CH:18]=2)[C:13]([CH2:20][C@H:21]([NH:26][C:27]([O:29][C:30]([CH3:33])([CH3:32])[CH3:31])=[O:28])[C:22]([O:24]C)=[O:23])=[CH:12]1)([CH3:7])([CH3:6])[CH3:5].Cl. Product: [C:4]([O:8][C:9](=[O:34])[CH2:10][N:11]1[C:19]2[C:14](=[CH:15][CH:16]=[CH:17][CH:18]=2)[C:13]([CH2:20][C@H:21]([NH:26][C:27]([O:29][C:30]([CH3:33])([CH3:32])[CH3:31])=[O:28])[C:22]([OH:24])=[O:23])=[CH:12]1)([CH3:6])([CH3:7])[CH3:5]. The catalyst class is: 38. (5) Reactant: [C:1]([O:5][C:6]([NH:8][C:9]1[CH:14]=[CH:13][C:12]([S:15][CH2:16][C:17]([NH:19][CH2:20][CH2:21][CH2:22][CH2:23][CH2:24][C:25]([OH:27])=O)=[O:18])=[CH:11][CH:10]=1)=[O:7])([CH3:4])([CH3:3])[CH3:2].F[P-](F)(F)(F)(F)F.N1(O[P+](N(C)C)(N(C)C)N(C)C)C2C=CC=CC=2N=N1.[NH2:55][C:56]1[CH:57]=[N:58][C:59]2[C:64]([CH:65]=1)=[CH:63][CH:62]=[CH:61][CH:60]=2.C(N(CC)CC)C.ClCC(NCCCCCC(NC1C=CC2C(=CC=CC=2)N=1)=O)=O. Product: [O:18]=[C:17]([NH:19][CH2:20][CH2:21][CH2:22][CH2:23][CH2:24][C:25](=[O:27])[NH:55][C:56]1[CH:57]=[N:58][C:59]2[C:64]([CH:65]=1)=[CH:63][CH:62]=[CH:61][CH:60]=2)[CH2:16][S:15][C:12]1[CH:11]=[CH:10][C:9]([NH:8][C:6](=[O:7])[O:5][C:1]([CH3:2])([CH3:3])[CH3:4])=[CH:14][CH:13]=1. The catalyst class is: 3. (6) The catalyst class is: 18. Reactant: [Cl:1][C:2]1[S:6][C:5]([C:7]([OH:9])=O)=[C:4]2[CH:10]=[CH:11][CH:12]=[CH:13][C:3]=12.Cl.[CH2:15]([NH:17][CH2:18][CH3:19])[CH3:16].F[P-](F)(F)(F)(F)F.CN(C(N(C)C)=[N+]1C2C(=NC=CC=2)[N+]([O-])=N1)C.CCN(C(C)C)C(C)C. Product: [Cl:1][C:2]1[S:6][C:5]([C:7]([N:17]([CH2:18][CH3:19])[CH2:15][CH3:16])=[O:9])=[C:4]2[CH:10]=[CH:11][CH:12]=[CH:13][C:3]=12. (7) Reactant: [Cl:1][C:2]1[CH:3]=[C:4]([CH:12]=[CH:13][C:14]=1[Cl:15])[CH2:5][NH:6][C:7]([CH3:11])([CH3:10])[CH2:8][OH:9].O1[CH2:18][CH:17]1[CH2:19][N:20]1C(=O)C2C(=CC=CC=2)C1=O.S(=O)(=O)(O)O. Product: [Cl:1][C:2]1[CH:3]=[C:4]([CH:12]=[CH:13][C:14]=1[Cl:15])[CH2:5][N:6]1[C:7]([CH3:11])([CH3:10])[CH2:8][O:9][CH:17]([CH2:19][NH2:20])[CH2:18]1. The catalyst class is: 6. (8) Reactant: C([Sn](CCCC)(CCCC)[C:6]1[CH:7]=[N:8][CH:9]=[N:10][CH:11]=1)CCC.Br[C:21]1[S:25][C:24]([C:26]([O:28][CH3:29])=[O:27])=[C:23]([F:30])[CH:22]=1.O1C=CC=C1P(C1OC=CC=1)C1OC=CC=1. Product: [F:30][C:23]1[CH:22]=[C:21]([C:6]2[CH:11]=[N:10][CH:9]=[N:8][CH:7]=2)[S:25][C:24]=1[C:26]([O:28][CH3:29])=[O:27]. The catalyst class is: 62. (9) Reactant: [Cl:1][C:2]1[CH:3]=[C:4]([CH:14]=[CH:15][C:16]=1[Cl:17])[CH2:5][CH2:6][NH:7][C:8](=[O:13])[C:9]([F:12])([F:11])[F:10].C=O.OS(O)(=O)=O. Product: [Cl:1][C:2]1[CH:3]=[C:4]2[C:14](=[CH:15][C:16]=1[Cl:17])[CH:8]=[N:7][CH2:6][CH2:5]2.[C:8]([NH2:7])([C:9]([F:12])([F:11])[F:10])=[O:13].[Cl:17][C:16]1[C:2]([Cl:1])=[C:3]2[C:4]([CH2:5][CH2:6][N:7]=[CH:8]2)=[CH:14][CH:15]=1.[C:8]([NH2:7])([C:9]([F:12])([F:11])[F:10])=[O:13]. The catalyst class is: 52.